Dataset: Forward reaction prediction with 1.9M reactions from USPTO patents (1976-2016). Task: Predict the product of the given reaction. (1) Given the reactants Cl.[CH3:2][C:3]([CH3:12])([CH3:11])[CH2:4][C@H:5]([NH2:10])[CH2:6][N:7]([CH3:9])[CH3:8].C(N(CC)CC)C.[CH2:20]([O:22][C:23]([CH:25]1[CH2:29][CH2:28][S:27](=[O:31])(=[O:30])[N:26]1[CH2:32][C:33]1[CH:38]=[CH:37][CH:36]=[C:35]([CH:39]=O)[CH:34]=1)=[O:24])[CH3:21].C([BH3-])#N.[Na+], predict the reaction product. The product is: [CH2:20]([O:22][C:23]([CH:25]1[CH2:29][CH2:28][S:27](=[O:31])(=[O:30])[N:26]1[CH2:32][C:33]1[CH:38]=[CH:37][CH:36]=[C:35]([CH2:39][NH:10][C@H:5]([CH2:6][N:7]([CH3:9])[CH3:8])[CH2:4][C:3]([CH3:12])([CH3:11])[CH3:2])[CH:34]=1)=[O:24])[CH3:21]. (2) Given the reactants [NH2:1][C:2]1[C:7]([NH2:8])=[CH:6][CH:5]=[CH:4][C:3]=1[O:9][CH3:10].[F:11][C:12]([F:17])([F:16])[C:13](O)=O, predict the reaction product. The product is: [CH3:10][O:9][C:3]1[C:2]2[NH:1][C:13]([C:12]([F:17])([F:16])[F:11])=[N:8][C:7]=2[CH:6]=[CH:5][CH:4]=1.